Regression. Given a peptide amino acid sequence and an MHC pseudo amino acid sequence, predict their binding affinity value. This is MHC class II binding data. From a dataset of Peptide-MHC class II binding affinity with 134,281 pairs from IEDB. (1) The peptide sequence is FIVFLLLAGRSCSYK. The MHC is DRB1_1501 with pseudo-sequence DRB1_1501. The binding affinity (normalized) is 0.341. (2) The MHC is HLA-DQA10101-DQB10501 with pseudo-sequence HLA-DQA10101-DQB10501. The binding affinity (normalized) is 0. The peptide sequence is SQVHIRRPGGAGRDG. (3) The peptide sequence is SMGDDHFWAVRGGGGESFGI. The MHC is HLA-DQA10401-DQB10402 with pseudo-sequence YNYHQRXFATVTHILFFGGTYYDIEDSTVHLETT. The binding affinity (normalized) is 0.178. (4) The peptide sequence is LLVKYAAGDGNIVAV. The MHC is DRB3_0101 with pseudo-sequence DRB3_0101. The binding affinity (normalized) is 0.481. (5) The peptide sequence is GIVEQCCASVCSLY. The binding affinity (normalized) is 0.260. The MHC is H-2-IAb with pseudo-sequence H-2-IAb. (6) The peptide sequence is FIADPASRFYNLVLA. The MHC is HLA-DPA10103-DPB10401 with pseudo-sequence HLA-DPA10103-DPB10401. The binding affinity (normalized) is 0.428. (7) The peptide sequence is YDKFLANNSTVLTGK. The MHC is DRB1_1602 with pseudo-sequence DRB1_1602. The binding affinity (normalized) is 0.743. (8) The peptide sequence is APQIVRGASEDVRKQPYNLTIAWFRMGG. The MHC is DRB1_0101 with pseudo-sequence DRB1_0101. The binding affinity (normalized) is 0.714. (9) The peptide sequence is DTLRSYYADWYQQKPG. The MHC is HLA-DQA10301-DQB10302 with pseudo-sequence HLA-DQA10301-DQB10302. The binding affinity (normalized) is 0.180. (10) The peptide sequence is VFTEIDSQDVDKS. The MHC is DRB1_0401 with pseudo-sequence DRB1_0401. The binding affinity (normalized) is 0.0439.